This data is from Reaction yield outcomes from USPTO patents with 853,638 reactions. The task is: Predict the reaction yield, written as a fraction of the theoretical maximum amount of product (1.0 means a 100% yield; for example, 0.34 means a 34% yield). (1) The reactants are Br[C:2]1[CH:7]=[CH:6][C:5]([NH:8][C:9](=[O:22])[NH:10][C:11]2[CH:21]=[CH:20][C:14]([C:15]([N:17]([CH3:19])[CH3:18])=[O:16])=[CH:13][CH:12]=2)=[CH:4][C:3]=1[F:23].[B:24]1([B:24]2[O:28][C:27]([CH3:30])([CH3:29])[C:26]([CH3:32])([CH3:31])[O:25]2)[O:28][C:27]([CH3:30])([CH3:29])[C:26]([CH3:32])([CH3:31])[O:25]1.CC([O-])=O.[K+].C(Cl)Cl. The catalyst is O1CCOCC1. The product is [F:23][C:3]1[CH:4]=[C:5]([NH:8][C:9](=[O:22])[NH:10][C:11]2[CH:21]=[CH:20][C:14]([C:15]([N:17]([CH3:19])[CH3:18])=[O:16])=[CH:13][CH:12]=2)[CH:6]=[CH:7][C:2]=1[B:24]1[O:28][C:27]([CH3:30])([CH3:29])[C:26]([CH3:32])([CH3:31])[O:25]1. The yield is 0.430. (2) The reactants are Br[C:2]1[S:10][C:9]2[C:4](=[N:5][CH:6]=[CH:7][C:8]=2[O:11][C:12]2[CH:17]=[CH:16][C:15]([N+:18]([O-:20])=[O:19])=[CH:14][CH:13]=2)[CH:3]=1.[CH3:21][C:22]1[CH:23]=[N:24][NH:25][CH:26]=1.CN[C@@H]1CCCC[C@H]1NC.C([O-])([O-])=O.[K+].[K+].[N].[N]. The catalyst is C1(C)C=CC=CC=1.CCOC(C)=O.[Cu]I. The product is [CH3:21][C:22]1[CH:23]=[N:24][N:25]([C:2]2[S:10][C:9]3[C:4](=[N:5][CH:6]=[CH:7][C:8]=3[O:11][C:12]3[CH:17]=[CH:16][C:15]([N+:18]([O-:20])=[O:19])=[CH:14][CH:13]=3)[CH:3]=2)[CH:26]=1. The yield is 0.370. (3) The reactants are [CH2:1]([O:3][C:4](=[O:14])[C:5]([C:7]1[CH:12]=[CH:11][CH:10]=[C:9]([Br:13])[CH:8]=1)=[O:6])[CH3:2].[CH3:15][Mg]Br.O. The catalyst is CCOCC. The product is [CH2:1]([O:3][C:4](=[O:14])[C:5]([C:7]1[CH:12]=[CH:11][CH:10]=[C:9]([Br:13])[CH:8]=1)([OH:6])[CH3:15])[CH3:2]. The yield is 0.700. (4) The reactants are [Br:1][C:2]1[CH:3]=[CH:4][C:5]2[O:14][CH2:13][CH2:12][N:11]3[C:7](=[N:8][C:9](I)=[CH:10]3)[C:6]=2[CH:16]=1.[CH3:17][C:18]1[C:22](B2OC(C)(C)C(C)(C)O2)=[CH:21][NH:20][N:19]=1.C(Cl)Cl.C([O-])([O-])=O.[Cs+].[Cs+]. The catalyst is O1CCOCC1.O. The product is [Br:1][C:2]1[CH:3]=[CH:4][C:5]2[O:14][CH2:13][CH2:12][N:11]3[C:7](=[N:8][C:9]([C:22]4[C:18]([CH3:17])=[N:19][NH:20][CH:21]=4)=[CH:10]3)[C:6]=2[CH:16]=1. The yield is 0.300. (5) The reactants are [CH2:1]([O:8][C:9]1[C:14]([C:15]([O:17]CC2C=CC=CC=2)=[O:16])=[CH:13][N:12]=[C:11]([N:25]2[CH:29]=[CH:28][CH:27]=[N:26]2)[N:10]=1)[C:2]1[CH:7]=[CH:6][CH:5]=[CH:4][CH:3]=1.C1COCC1.O.[OH-].[K+]. The catalyst is CCO. The product is [CH2:1]([O:8][C:9]1[C:14]([C:15]([OH:17])=[O:16])=[CH:13][N:12]=[C:11]([N:25]2[CH:29]=[CH:28][CH:27]=[N:26]2)[N:10]=1)[C:2]1[CH:3]=[CH:4][CH:5]=[CH:6][CH:7]=1. The yield is 0.130. (6) The reactants are Cl[CH2:2][CH2:3][CH2:4][O:5][C:6]1[CH:11]=[CH:10][C:9]([C:12]2[S:13][C:14]3[CH2:20][CH2:19][CH:18]([NH:21][C:22](=[O:31])[O:23][CH2:24][C:25]4[CH:30]=[CH:29][CH:28]=[CH:27][CH:26]=4)[CH2:17][C:15]=3[N:16]=2)=[CH:8][CH:7]=1.[CH3:32][CH:33]1[CH2:37][CH2:36][CH2:35][NH:34]1. The catalyst is C(#N)C. The product is [CH3:32][CH:33]1[CH2:37][CH2:36][CH2:35][N:34]1[CH2:2][CH2:3][CH2:4][O:5][C:6]1[CH:11]=[CH:10][C:9]([C:12]2[S:13][C:14]3[CH2:20][CH2:19][CH:18]([NH:21][C:22](=[O:31])[O:23][CH2:24][C:25]4[CH:30]=[CH:29][CH:28]=[CH:27][CH:26]=4)[CH2:17][C:15]=3[N:16]=2)=[CH:8][CH:7]=1. The yield is 0.480. (7) The reactants are [F:1][C:2]1[CH:23]=[CH:22][C:5]([CH2:6][N:7]2[C:15]3[C:10](=[CH:11][CH:12]=[CH:13][CH:14]=3)[C:9]3[CH2:16][C@@H:17]([CH2:20][OH:21])[NH:18][CH2:19][C:8]2=3)=[CH:4][CH:3]=1.C1N=CN([C:29](N2C=NC=C2)=[O:30])C=1.CCN(CC)CC. The catalyst is C1COCC1.CN(C1C=CN=CC=1)C.O. The product is [F:1][C:2]1[CH:3]=[CH:4][C:5]([CH2:6][N:7]2[C:15]3[CH:14]=[CH:13][CH:12]=[CH:11][C:10]=3[C:9]3[CH2:16][C@H:17]4[CH2:20][O:21][C:29](=[O:30])[N:18]4[CH2:19][C:8]2=3)=[CH:22][CH:23]=1. The yield is 0.150. (8) The reactants are [F:1][C:2]([F:42])([F:41])[C:3]1[CH:4]=[C:5]([C:13]([CH3:40])([CH3:39])[C:14]([N:16]([C:18]2[CH:19]=[N:20][C:21]([O:31][CH:32]([CH2:36][O:37]C)[CH2:33][O:34]C)=[CH:22][C:23]=2[C:24]2[CH:29]=[CH:28][CH:27]=[CH:26][C:25]=2[Cl:30])[CH3:17])=[O:15])[CH:6]=[C:7]([C:9]([F:12])([F:11])[F:10])[CH:8]=1.B(Br)(Br)Br. The catalyst is ClCCl. The product is [F:12][C:9]([F:10])([F:11])[C:7]1[CH:6]=[C:5]([C:13]([CH3:40])([CH3:39])[C:14]([N:16]([C:18]2[CH:19]=[N:20][C:21]([O:31][CH:32]([CH2:33][OH:34])[CH2:36][OH:37])=[CH:22][C:23]=2[C:24]2[CH:29]=[CH:28][CH:27]=[CH:26][C:25]=2[Cl:30])[CH3:17])=[O:15])[CH:4]=[C:3]([C:2]([F:42])([F:1])[F:41])[CH:8]=1. The yield is 0.250.